From a dataset of Full USPTO retrosynthesis dataset with 1.9M reactions from patents (1976-2016). Predict the reactants needed to synthesize the given product. Given the product [CH3:11][O:10][C:5]1[CH:4]=[CH:3][C:2]([CH2:29][CH2:30][NH2:31])=[N:7][C:6]=1[O:8][CH3:9], predict the reactants needed to synthesize it. The reactants are: I[C:2]1[N:7]=[C:6]([O:8][CH3:9])[C:5]([O:10][CH3:11])=[CH:4][CH:3]=1.P(C(C)(C)C)(C(C)(C)C)C(C)(C)C.C[Si]([CH2:29][C:30]#[N:31])(C)C.Cl.